From a dataset of Reaction yield outcomes from USPTO patents with 853,638 reactions. Predict the reaction yield, written as a fraction of the theoretical maximum amount of product (1.0 means a 100% yield; for example, 0.34 means a 34% yield). (1) The reactants are [C:1]([O:5][C:6]([C:8]1[CH:19]=[CH:18][C:11]2[CH2:12][CH2:13][O:14][C:15](=[O:17])[NH:16][C:10]=2[CH:9]=1)=[O:7])([CH3:4])([CH3:3])[CH3:2].C(=O)([O-])[O-].[K+].[K+].I[CH2:27][CH3:28]. The catalyst is CN(C=O)C.O. The product is [C:1]([O:5][C:6]([C:8]1[CH:19]=[CH:18][C:11]2[CH2:12][CH2:13][O:14][C:15](=[O:17])[N:16]([CH2:27][CH3:28])[C:10]=2[CH:9]=1)=[O:7])([CH3:4])([CH3:2])[CH3:3]. The yield is 1.00. (2) The reactants are O=C1C2C(=CC=CC=2)C(=O)[N:3]1[O:12][CH:13]1[CH2:18][CH2:17][N:16]([C:19]([NH:28][C:29](=[O:35])[O:30][C:31]([CH3:34])([CH3:33])[CH3:32])=[N:20][C:21](=[O:27])[O:22][C:23]([CH3:26])([CH3:25])[CH3:24])[CH2:15][CH2:14]1.C(Cl)Cl.O.NN. The catalyst is C(O)C. The product is [NH2:3][O:12][CH:13]1[CH2:14][CH2:15][N:16]([C:19]([NH:28][C:29](=[O:35])[O:30][C:31]([CH3:34])([CH3:33])[CH3:32])=[N:20][C:21](=[O:27])[O:22][C:23]([CH3:25])([CH3:26])[CH3:24])[CH2:17][CH2:18]1. The yield is 0.430.